Dataset: Reaction yield outcomes from USPTO patents with 853,638 reactions. Task: Predict the reaction yield, written as a fraction of the theoretical maximum amount of product (1.0 means a 100% yield; for example, 0.34 means a 34% yield). (1) The reactants are [Br:1][C:2]1[CH:7]=[CH:6][C:5]([C@H:8]2[CH2:13][N:12]([C@@H:14]([C:16]3[CH:21]=[CH:20][CH:19]=[CH:18][CH:17]=3)[CH3:15])[C:11](=O)[CH2:10][O:9]2)=[CH:4][CH:3]=1.B.O1CCCC1.CO.BrC1C=CC([C@H](O)CN[C@@H](C2C=CC=CC=2)C)=CC=1. The catalyst is O1CCCC1. The product is [Br:1][C:2]1[CH:3]=[CH:4][C:5]([C@@H:8]2[O:9][CH2:10][CH2:11][N:12]([C@@H:14]([C:16]3[CH:17]=[CH:18][CH:19]=[CH:20][CH:21]=3)[CH3:15])[CH2:13]2)=[CH:6][CH:7]=1. The yield is 0.880. (2) The reactants are [Br:1][C:2]1[C:3]([F:12])=[C:4]2[C:10]([NH2:11])=[CH:9][NH:8][C:5]2=[N:6][CH:7]=1.[CH3:13][C:14]1[N:15]=[CH:16][C:17]([C:20](O)=[O:21])=[N:18][CH:19]=1.C1N(P(Cl)(N2C(=O)OCC2)=O)C(=O)OC1.C(N(CC)CC)C. The catalyst is C(Cl)Cl. The product is [Br:1][C:2]1[C:3]([F:12])=[C:4]2[C:10]([NH:11][C:20]([C:17]3[CH:16]=[N:15][C:14]([CH3:13])=[CH:19][N:18]=3)=[O:21])=[CH:9][NH:8][C:5]2=[N:6][CH:7]=1. The yield is 0.610.